Dataset: NCI-60 drug combinations with 297,098 pairs across 59 cell lines. Task: Regression. Given two drug SMILES strings and cell line genomic features, predict the synergy score measuring deviation from expected non-interaction effect. (1) Drug 1: C1=NC2=C(N1)C(=S)N=C(N2)N. Drug 2: CN1C2=C(C=C(C=C2)N(CCCl)CCCl)N=C1CCCC(=O)O.Cl. Cell line: CCRF-CEM. Synergy scores: CSS=54.1, Synergy_ZIP=-1.35, Synergy_Bliss=-3.55, Synergy_Loewe=-11.8, Synergy_HSA=-1.47. (2) Drug 1: CCC1=C2CN3C(=CC4=C(C3=O)COC(=O)C4(CC)O)C2=NC5=C1C=C(C=C5)O. Drug 2: N.N.Cl[Pt+2]Cl. Cell line: MALME-3M. Synergy scores: CSS=33.7, Synergy_ZIP=1.75, Synergy_Bliss=2.47, Synergy_Loewe=3.34, Synergy_HSA=5.13. (3) Drug 1: C1=CC(=CC=C1CCCC(=O)O)N(CCCl)CCCl. Drug 2: C1=CN(C=N1)CC(O)(P(=O)(O)O)P(=O)(O)O. Cell line: UACC62. Synergy scores: CSS=6.82, Synergy_ZIP=-10.1, Synergy_Bliss=-15.3, Synergy_Loewe=-16.4, Synergy_HSA=-14.9.